This data is from Forward reaction prediction with 1.9M reactions from USPTO patents (1976-2016). The task is: Predict the product of the given reaction. (1) Given the reactants [F:1][C:2]([F:20])([F:19])[C:3]1[CH:4]=[C:5]([CH:16]=[CH:17][CH:18]=1)[CH2:6][O:7][C:8]1[N:13]=[CH:12][C:11]([CH2:14][OH:15])=[CH:10][CH:9]=1, predict the reaction product. The product is: [F:19][C:2]([F:1])([F:20])[C:3]1[CH:4]=[C:5]([CH:16]=[CH:17][CH:18]=1)[CH2:6][O:7][C:8]1[CH:9]=[CH:10][C:11]([CH:14]=[O:15])=[CH:12][N:13]=1. (2) Given the reactants [O:1]=[C:2]1[NH:7][C:6]2[CH2:8][CH2:9][CH2:10][CH2:11][CH2:12][CH2:13][C:5]=2[CH:4]=[C:3]1[C:14]([O:16][CH3:17])=[O:15].[H-].[Na+].[C:20]([C:22]1[CH:29]=[CH:28][C:25]([CH2:26]N)=[CH:24][CH:23]=1)#[N:21].C(O)(=O)CC(CC(O)=O)(C(O)=O)O, predict the reaction product. The product is: [C:20]([C:22]1[CH:29]=[CH:28][C:25]([CH2:26][N:7]2[C:2](=[O:1])[C:3]([C:14]([O:16][CH3:17])=[O:15])=[CH:4][C:5]3[CH2:13][CH2:12][CH2:11][CH2:10][CH2:9][CH2:8][C:6]2=3)=[CH:24][CH:23]=1)#[N:21]. (3) Given the reactants C(O[C:9]([NH:11][C:12]1[CH:20]=[C:19]2[C:15]([C:16]3[C:24]([C:25]4[CH:30]=[CH:29][CH:28]=[CH:27][C:26]=4[F:31])=[CH:23][N:22]=[C:21]([C:32]([OH:34])=O)[C:17]=3[NH:18]2)=[CH:14][CH:13]=1)=[O:10])C1C=CC=CC=1.[Cl-].[NH4+].C([NH:40]C(C)C)(C)C.F[P-](F)(F)(F)(F)F.[N:51]1(O[P+](N(C)C)(N(C)C)N(C)C)[C:55]2C=[CH:57][CH:58]=[CH:59][C:54]=2N=N1.CN1CCOCC1, predict the reaction product. The product is: [F:31][C:26]1[CH:27]=[CH:28][CH:29]=[CH:30][C:25]=1[C:24]1[C:16]2[C:15]3[C:19](=[CH:20][C:12]([NH:11][C:9](=[O:10])[C:59]4[CH:58]=[CH:57][N:51]=[CH:55][CH:54]=4)=[CH:13][CH:14]=3)[NH:18][C:17]=2[C:21]([C:32]([NH2:40])=[O:34])=[N:22][CH:23]=1. (4) Given the reactants [NH2:1][C:2]1[CH:14]=[C:13]([C:15]2[CH:20]=[CH:19][CH:18]=[CH:17][CH:16]=2)[CH:12]=[CH:11][C:3]=1[C:4]([O:6][C:7]([CH3:10])([CH3:9])[CH3:8])=[O:5].Br[C:22]1[CH:27]=[CH:26][C:25]([N:28]2[CH2:33][CH2:32][O:31][CH2:30][CH2:29]2)=[CH:24][CH:23]=1.C(=O)([O-])[O-].[Cs+].[Cs+].C1(P(C2CCCCC2)C2C=CC=CC=2C2C(C(C)C)=CC(C(C)C)=CC=2C(C)C)CCCCC1, predict the reaction product. The product is: [O:31]1[CH2:32][CH2:33][N:28]([C:25]2[CH:26]=[CH:27][C:22]([NH:1][C:2]3[CH:14]=[C:13]([C:15]4[CH:16]=[CH:17][CH:18]=[CH:19][CH:20]=4)[CH:12]=[CH:11][C:3]=3[C:4]([O:6][C:7]([CH3:10])([CH3:9])[CH3:8])=[O:5])=[CH:23][CH:24]=2)[CH2:29][CH2:30]1. (5) Given the reactants F[C:2]1[CH:3]=[C:4]([CH:7]=[CH:8][C:9]=1[N+:10]([O-:12])=[O:11])[C:5]#[N:6].[C:13]1([NH2:19])[CH:18]=[CH:17][CH:16]=[CH:15][CH:14]=1, predict the reaction product. The product is: [N+:10]([C:9]1[CH:8]=[CH:7][C:4]([C:5]#[N:6])=[CH:3][C:2]=1[NH:19][C:13]1[CH:18]=[CH:17][CH:16]=[CH:15][CH:14]=1)([O-:12])=[O:11]. (6) Given the reactants C([O:4][C:5]1[CH:10]=[CH:9][C:8]([C:11]2[CH:16]=[C:15]([C:17](=[O:39])[NH:18][C:19]3[CH:24]=[CH:23][C:22]([C:25]4[CH:30]=[CH:29][C:28]([O:31][CH:32]5[CH2:37][CH2:36][N:35]([CH3:38])[CH2:34][CH2:33]5)=[CH:27][CH:26]=4)=[CH:21][CH:20]=3)[CH:14]=[CH:13][C:12]=2[O:40][CH3:41])=[CH:7][CH:6]=1)(=O)C, predict the reaction product. The product is: [OH:4][C:5]1[CH:10]=[CH:9][C:8]([C:11]2[C:12]([O:40][CH3:41])=[CH:13][CH:14]=[C:15]([C:17]([NH:18][C:19]3[CH:24]=[CH:23][C:22]([C:25]4[CH:30]=[CH:29][C:28]([O:31][CH:32]5[CH2:33][CH2:34][N:35]([CH3:38])[CH2:36][CH2:37]5)=[CH:27][CH:26]=4)=[CH:21][CH:20]=3)=[O:39])[CH:16]=2)=[CH:7][CH:6]=1. (7) Given the reactants [Cl:1][C:2]1[CH:7]=[CH:6][N+:5]([O-])=[C:4]([CH2:9][CH2:10][C:11]([O:13][C:14]([CH3:17])([CH3:16])[CH3:15])=[O:12])[CH:3]=1.C[Si]([C:22]#[N:23])(C)C.CN(C)C(Cl)=O, predict the reaction product. The product is: [Cl:1][C:2]1[CH:7]=[C:6]([C:22]#[N:23])[N:5]=[C:4]([CH2:9][CH2:10][C:11]([O:13][C:14]([CH3:17])([CH3:16])[CH3:15])=[O:12])[CH:3]=1. (8) Given the reactants [CH:1]1([CH2:6][C:7]2[CH:12]=[CH:11][CH:10]=[C:9]([O:13][CH3:14])[C:8]=2[OH:15])[CH2:5][CH2:4][CH2:3][CH2:2]1, predict the reaction product. The product is: [CH3:14][O:13][C:9]1[C:8]2[O:15][C:1]3([CH2:2][CH2:3][CH2:4][CH2:5]3)[CH2:6][C:7]=2[CH:12]=[CH:11][CH:10]=1.